Dataset: NCI-60 drug combinations with 297,098 pairs across 59 cell lines. Task: Regression. Given two drug SMILES strings and cell line genomic features, predict the synergy score measuring deviation from expected non-interaction effect. (1) Drug 1: CNC(=O)C1=NC=CC(=C1)OC2=CC=C(C=C2)NC(=O)NC3=CC(=C(C=C3)Cl)C(F)(F)F. Drug 2: C1CN(CCN1C(=O)CCBr)C(=O)CCBr. Cell line: SNB-19. Synergy scores: CSS=12.8, Synergy_ZIP=4.12, Synergy_Bliss=8.63, Synergy_Loewe=-8.46, Synergy_HSA=-0.773. (2) Synergy scores: CSS=28.0, Synergy_ZIP=-3.45, Synergy_Bliss=0.355, Synergy_Loewe=-5.49, Synergy_HSA=0.767. Drug 2: CN(CC1=CN=C2C(=N1)C(=NC(=N2)N)N)C3=CC=C(C=C3)C(=O)NC(CCC(=O)O)C(=O)O. Drug 1: C1=CC(=C2C(=C1NCCNCCO)C(=O)C3=C(C=CC(=C3C2=O)O)O)NCCNCCO. Cell line: SK-MEL-2. (3) Drug 1: C1=NC2=C(N1)C(=S)N=CN2. Drug 2: N.N.Cl[Pt+2]Cl. Cell line: LOX IMVI. Synergy scores: CSS=79.1, Synergy_ZIP=-0.250, Synergy_Bliss=-1.54, Synergy_Loewe=-0.195, Synergy_HSA=4.06. (4) Drug 2: COC1=C2C(=CC3=C1OC=C3)C=CC(=O)O2. Cell line: HCT-15. Synergy scores: CSS=3.49, Synergy_ZIP=2.92, Synergy_Bliss=-4.68, Synergy_Loewe=-5.09, Synergy_HSA=-7.47. Drug 1: CS(=O)(=O)OCCCCOS(=O)(=O)C.